From a dataset of Reaction yield outcomes from USPTO patents with 853,638 reactions. Predict the reaction yield, written as a fraction of the theoretical maximum amount of product (1.0 means a 100% yield; for example, 0.34 means a 34% yield). The reactants are C([Li])CCC.[C:6](#[N:8])[CH3:7].[CH2:9]([O:11][C:12]1[CH:22]=[CH:21][C:15](C(OCC)=O)=[CH:14][CH:13]=1)[CH3:10].Cl.[O:24]1CCC[CH2:25]1. The catalyst is CCCCCC. The product is [CH2:9]([O:11][C:12]1[CH:13]=[CH:14][C:15]([CH:7]([CH:25]=[O:24])[C:6]#[N:8])=[CH:21][CH:22]=1)[CH3:10]. The yield is 0.800.